The task is: Predict which catalyst facilitates the given reaction.. This data is from Catalyst prediction with 721,799 reactions and 888 catalyst types from USPTO. (1) Reactant: Cl[CH2:2][C:3]1[CH:27]=[CH:26][C:6]([C:7]([NH:9][C:10]2[N:25]=[C:13]3[CH:14]=[CH:15][CH:16]=[C:17]([NH:18][CH:19]4[CH2:24][CH2:23][CH2:22][CH2:21][CH2:20]4)[N:12]3[N:11]=2)=[O:8])=[CH:5][CH:4]=1.[CH3:28][O:29][CH2:30][CH2:31][NH:32][CH3:33]. Product: [CH:19]1([NH:18][C:17]2[N:12]3[N:11]=[C:10]([NH:9][C:7](=[O:8])[C:6]4[CH:26]=[CH:27][C:3]([CH2:2][N:32]([CH2:31][CH2:30][O:29][CH3:28])[CH3:33])=[CH:4][CH:5]=4)[N:25]=[C:13]3[CH:14]=[CH:15][CH:16]=2)[CH2:20][CH2:21][CH2:22][CH2:23][CH2:24]1. The catalyst class is: 12. (2) Reactant: C([O:3][C:4](=[O:34])[CH2:5][CH2:6][C:7]1[CH:12]=[CH:11][C:10]([O:13][CH2:14][CH2:15][CH2:16][O:17][C:18]2[CH:23]=[CH:22][C:21]([Cl:24])=[CH:20][C:19]=2[O:25][C:26]2[CH:31]=[CH:30][CH:29]=[CH:28][CH:27]=2)=[CH:9][C:8]=1[CH2:32][CH3:33])C.[OH-].[Na+].Cl. Product: [Cl:24][C:21]1[CH:22]=[CH:23][C:18]([O:17][CH2:16][CH2:15][CH2:14][O:13][C:10]2[CH:11]=[CH:12][C:7]([CH2:6][CH2:5][C:4]([OH:34])=[O:3])=[C:8]([CH2:32][CH3:33])[CH:9]=2)=[C:19]([O:25][C:26]2[CH:27]=[CH:28][CH:29]=[CH:30][CH:31]=2)[CH:20]=1. The catalyst class is: 8. (3) Reactant: [C:1]([O:5][C:6]([NH:8][C@@H:9]1[CH2:13][CH2:12][C@:11]([CH:17]([CH3:19])[CH3:18])([C:14]([OH:16])=O)[CH2:10]1)=[O:7])([CH3:4])([CH3:3])[CH3:2].Cl.Cl.[F:22][C:23]([F:37])([F:36])[C:24]1[CH:29]=[CH:28][N:27]=[C:26]([C:30]2[CH2:31][CH2:32][NH:33][CH2:34][CH:35]=2)[CH:25]=1.C(N(CC)CC)C. Product: [C:1]([O:5][C:6](=[O:7])[NH:8][C@@H:9]1[CH2:13][CH2:12][C@:11]([CH:17]([CH3:19])[CH3:18])([C:14]([N:33]2[CH2:34][CH:35]=[C:30]([C:26]3[CH:25]=[C:24]([C:23]([F:37])([F:22])[F:36])[CH:29]=[CH:28][N:27]=3)[CH2:31][CH2:32]2)=[O:16])[CH2:10]1)([CH3:2])([CH3:3])[CH3:4]. The catalyst class is: 2. (4) Reactant: [CH2:1]([C:3]1[S:4][C:5]([CH2:9][OH:10])=[C:6]([CH3:8])[N:7]=1)[CH3:2]. Product: [CH2:1]([C:3]1[S:4][C:5]([CH:9]=[O:10])=[C:6]([CH3:8])[N:7]=1)[CH3:2]. The catalyst class is: 327. (5) Reactant: [NH2:1][C@@H:2]1[CH2:6][N:5]([C:7]([O:9][C:10]([CH3:13])([CH3:12])[CH3:11])=[O:8])[C@H:4]([C:14]([O:16][CH3:17])=[O:15])[CH2:3]1.C(N(CC)CC)C.[C:25](Cl)(=[O:32])[C:26]1[CH:31]=[CH:30][CH:29]=[CH:28][CH:27]=1.O. The catalyst class is: 7. Product: [C:25]([NH:1][C@@H:2]1[CH2:6][N:5]([C:7]([O:9][C:10]([CH3:11])([CH3:12])[CH3:13])=[O:8])[C@H:4]([C:14]([O:16][CH3:17])=[O:15])[CH2:3]1)(=[O:32])[C:26]1[CH:31]=[CH:30][CH:29]=[CH:28][CH:27]=1. (6) Reactant: Cl[CH2:2][CH2:3][CH2:4][CH2:5][N:6]1[C:10]2[C:11](=[O:18])[CH2:12][N:13]([CH3:17])[S:14](=[O:16])(=[O:15])[C:9]=2[CH:8]=[CH:7]1.Cl.[F:20][C:21]1[CH:34]=[CH:33][C:24]([C:25]([CH:27]2[CH2:32][CH2:31][NH:30][CH2:29][CH2:28]2)=[O:26])=[CH:23][CH:22]=1.C(=O)([O-])O.[Na+].[I-].[Na+]. Product: [F:20][C:21]1[CH:22]=[CH:23][C:24]([C:25]([CH:27]2[CH2:32][CH2:31][N:30]([CH2:2][CH2:3][CH2:4][CH2:5][N:6]3[C:10]4[C:11](=[O:18])[CH2:12][N:13]([CH3:17])[S:14](=[O:16])(=[O:15])[C:9]=4[CH:8]=[CH:7]3)[CH2:29][CH2:28]2)=[O:26])=[CH:33][CH:34]=1. The catalyst class is: 10. (7) Reactant: [CH2:1]([O:8][C:9]1[CH:24]=[CH:23][C:22]([C:25]2[O:26][C:27]3[C:32]([C:33](=[O:43])[C:34]=2[O:35][CH2:36][C:37]2[CH:42]=[CH:41][CH:40]=[CH:39][CH:38]=2)=[CH:31][CH:30]=[CH:29][CH:28]=3)=[CH:21][C:10]=1[O:11][CH2:12][P:13](=[O:20])([O:17]CC)[O:14]CC)[C:2]1[CH:7]=[CH:6][CH:5]=[CH:4][CH:3]=1.C[Si](Br)(C)C.CO. Product: [CH2:1]([O:8][C:9]1[CH:24]=[CH:23][C:22]([C:25]2[O:26][C:27]3[C:32]([C:33](=[O:43])[C:34]=2[O:35][CH2:36][C:37]2[CH:38]=[CH:39][CH:40]=[CH:41][CH:42]=2)=[CH:31][CH:30]=[CH:29][CH:28]=3)=[CH:21][C:10]=1[O:11][CH2:12][P:13](=[O:14])([OH:17])[OH:20])[C:2]1[CH:3]=[CH:4][CH:5]=[CH:6][CH:7]=1. The catalyst class is: 22.